From a dataset of Catalyst prediction with 721,799 reactions and 888 catalyst types from USPTO. Predict which catalyst facilitates the given reaction. (1) The catalyst class is: 2. Reactant: [C:1]1([CH3:34])[CH:6]=[CH:5][C:4]([C:7]2[N:8]=[C:9]3[CH2:23][CH2:22][CH2:21][N:20]([CH2:24][CH2:25][CH2:26][CH2:27][CH2:28][CH2:29]/[C:30](=[N:32]/[OH:33])/[NH2:31])[C:10]3=[N:11][C:12]=2[C:13]2[CH:18]=[CH:17][C:16]([CH3:19])=[CH:15][CH:14]=2)=[CH:3][CH:2]=1.CCN(C(C)C)C(C)C.Cl[C:45](Cl)([O:47]C(=O)OC(Cl)(Cl)Cl)Cl. Product: [C:1]1([CH3:34])[CH:2]=[CH:3][C:4]([C:7]2[N:8]=[C:9]3[CH2:23][CH2:22][CH2:21][N:20]([CH2:24][CH2:25][CH2:26][CH2:27][CH2:28][CH2:29][C:30]4[NH:31][C:45](=[O:47])[O:33][N:32]=4)[C:10]3=[N:11][C:12]=2[C:13]2[CH:14]=[CH:15][C:16]([CH3:19])=[CH:17][CH:18]=2)=[CH:5][CH:6]=1. (2) Reactant: [NH2:1][C@@H:2]([C:9]1[CH:14]=[CH:13][CH:12]=[C:11]([Cl:15])[CH:10]=1)[CH2:3][C:4]([O:6][CH2:7][CH3:8])=[O:5].Cl[C:17]1[NH:22][C:21](=[O:23])[N:20]([CH2:24][CH3:25])[C:19](=[O:26])[CH:18]=1. Product: [Cl:15][C:11]1[CH:10]=[C:9]([C@H:2]([NH:1][C:17]2[NH:22][C:21](=[O:23])[N:20]([CH2:24][CH3:25])[C:19](=[O:26])[CH:18]=2)[CH2:3][C:4]([O:6][CH2:7][CH3:8])=[O:5])[CH:14]=[CH:13][CH:12]=1. The catalyst class is: 59. (3) Reactant: [CH2:1](Br)[C:2]1[CH:7]=[CH:6][CH:5]=[CH:4][CH:3]=1.[H-].[Na+].[CH2:11]([C@:14]1([CH2:28][OH:29])[CH2:18][N:17]([C@@H:19]([C:21]2[CH:26]=[CH:25][CH:24]=[CH:23][CH:22]=2)[CH3:20])[C:16](=[O:27])[CH2:15]1)[CH:12]=[CH2:13].CN(C)C=O. Product: [CH2:11]([C@:14]1([CH2:28][O:29][CH2:1][C:2]2[CH:7]=[CH:6][CH:5]=[CH:4][CH:3]=2)[CH2:18][N:17]([C@@H:19]([C:21]2[CH:22]=[CH:23][CH:24]=[CH:25][CH:26]=2)[CH3:20])[C:16](=[O:27])[CH2:15]1)[CH:12]=[CH2:13]. The catalyst class is: 83. (4) Reactant: [CH3:1][C:2]1[CH:7]=[CH:6][CH:5]=[CH:4][C:3]=1[CH:8]([NH:12][C:13]([NH:15][C:16]1[CH:21]=[CH:20][C:19]([Cl:22])=[CH:18][CH:17]=1)=[O:14])[C:9]([OH:11])=O.Cl.[N:24]1([C:29]([C:31]2[CH:36]=[CH:35][C:34]([NH2:37])=[CH:33][CH:32]=2)=[O:30])[CH2:28][CH2:27][CH2:26][CH2:25]1.O=P(Cl)(Cl)Cl. Product: [N:24]1([C:29]([C:31]2[CH:32]=[CH:33][C:34]([NH:37][C:9](=[O:11])[CH:8]([C:3]3[CH:4]=[CH:5][CH:6]=[CH:7][C:2]=3[CH3:1])[NH:12][C:13]([NH:15][C:16]3[CH:21]=[CH:20][C:19]([Cl:22])=[CH:18][CH:17]=3)=[O:14])=[CH:35][CH:36]=2)=[O:30])[CH2:25][CH2:26][CH2:27][CH2:28]1. The catalyst class is: 17. (5) Reactant: [CH3:1][N:2]([CH3:19])[C:3]1[CH:4]=[C:5]([CH:9]=[C:10]([O:12][C:13]2[CH:18]=[CH:17][CH:16]=[CH:15][CH:14]=2)[N:11]=1)[C:6]([OH:8])=O.Cl.CN(C)CCCN=C=NCC.[N:32]1[CH:37]=[CH:36][CH:35]=[C:34]([CH2:38][N:39]2[CH:43]=[CH:42][C:41]([NH2:44])=[N:40]2)[CH:33]=1.CN1CCOCC1. Product: [CH3:19][N:2]([CH3:1])[C:3]1[CH:4]=[C:5]([CH:9]=[C:10]([O:12][C:13]2[CH:18]=[CH:17][CH:16]=[CH:15][CH:14]=2)[N:11]=1)[C:6]([NH:44][C:41]1[CH:42]=[CH:43][N:39]([CH2:38][C:34]2[CH:33]=[N:32][CH:37]=[CH:36][CH:35]=2)[N:40]=1)=[O:8]. The catalyst class is: 18. (6) Reactant: Cl.[CH3:2][C:3]1[N:4]=[C:5]([NH2:9])[S:6][C:7]=1[CH3:8].C(N(CC)CC)C.[C:17]12([C:27](Cl)=[O:28])[CH2:26][CH:21]3[CH2:22][CH:23]([CH2:25][CH:19]([CH2:20]3)[CH2:18]1)[CH2:24]2. Product: [CH3:2][C:3]1[N:4]=[C:5]([NH:9][C:27]([C:17]23[CH2:26][CH:21]4[CH2:20][CH:19]([CH2:25][CH:23]([CH2:22]4)[CH2:24]2)[CH2:18]3)=[O:28])[S:6][C:7]=1[CH3:8]. The catalyst class is: 1. (7) Reactant: N1C2C=CC=C[C:4]=2N=N1.[NH:10]1[CH2:15][CH2:14][O:13][CH2:12][CH2:11]1.[F:16][C:17]([F:50])([F:49])[C:18]1[CH:19]=[C:20]([CH:42]=[C:43]([C:45]([F:48])([F:47])[F:46])[CH:44]=1)[CH2:21][N:22]([CH2:29][C:30]1[CH:37]=[C:36]([C:38]([F:41])([F:40])[F:39])[CH:35]=[CH:34][C:31]=1[CH:32]=O)[C:23]1[N:24]=[N:25][N:26]([CH3:28])[N:27]=1. Product: [F:48][C:45]([F:47])([F:46])[C:43]1[CH:42]=[C:20]([CH:19]=[C:18]([C:17]([F:49])([F:50])[F:16])[CH:44]=1)[CH2:21][N:22]([CH2:29][C:30]1[CH:37]=[C:36]([C:38]([F:41])([F:39])[F:40])[CH:35]=[CH:34][C:31]=1[CH:32]([N:10]1[CH2:15][CH2:14][O:13][CH2:12][CH2:11]1)[CH3:4])[C:23]1[N:24]=[N:25][N:26]([CH3:28])[N:27]=1. The catalyst class is: 8. (8) Reactant: [CH:1]1([N:6]2[CH2:12][C:11]([F:14])([F:13])[C:10](=[O:15])[N:9]([CH3:16])[C:8]3[CH:17]=[N:18][C:19]([NH:21][C:22]4[CH:30]=[CH:29][C:25]([C:26]([OH:28])=O)=[CH:24][C:23]=4[CH3:31])=[N:20][C:7]2=3)[CH2:5][CH2:4][CH2:3][CH2:2]1.ON1C2C=CC=CC=2N=N1.F[P-](F)(F)(F)(F)F.CN(C(N(C)C)=[N+]1C2C=CC=CC=2[N+]([O-])=N1)C.C(N(C(C)C)CC)(C)C.[NH2:75][CH:76]1[CH2:81][CH2:80][N:79]([CH3:82])[CH2:78][CH2:77]1. Product: [CH:1]1([N:6]2[CH2:12][C:11]([F:14])([F:13])[C:10](=[O:15])[N:9]([CH3:16])[C:8]3[CH:17]=[N:18][C:19]([NH:21][C:22]4[CH:30]=[CH:29][C:25]([C:26]([NH:75][CH:76]5[CH2:81][CH2:80][N:79]([CH3:82])[CH2:78][CH2:77]5)=[O:28])=[CH:24][C:23]=4[CH3:31])=[N:20][C:7]2=3)[CH2:2][CH2:3][CH2:4][CH2:5]1. The catalyst class is: 9. (9) Reactant: [F:1][C:2]1[CH:7]=[CH:6][CH:5]=[CH:4][C:3]=1[CH:8]=[CH:9][C:10]([OH:12])=O.C(C#N)(Cl)(Cl)Cl.C1C=CC(P(C2C=CC=CC=2)C2C=CC=CC=2)=CC=1.C(OC([N:45]1[C:54]2[C:49](=[CH:50][CH:51]=[C:52]([CH:55]([NH2:57])[CH3:56])[CH:53]=2)[CH2:48][CH2:47][CH2:46]1)=O)(C)(C)C.C(N(CC)CC)C. Product: [F:1][C:2]1[CH:7]=[CH:6][CH:5]=[CH:4][C:3]=1[CH:8]=[CH:9][C:10]([NH:57][CH:55]([C:52]1[CH:53]=[C:54]2[C:49]([CH2:48][CH2:47][CH2:46][NH:45]2)=[CH:50][CH:51]=1)[CH3:56])=[O:12]. The catalyst class is: 2.